Dataset: Drug-target binding data from BindingDB using IC50 measurements. Task: Regression. Given a target protein amino acid sequence and a drug SMILES string, predict the binding affinity score between them. We predict pIC50 (pIC50 = -log10(IC50 in M); higher means more potent). Dataset: bindingdb_ic50. The small molecule is O=c1nc(SCc2ccccc2)nc(SCc2cccc(Cl)c2)[nH]1. The target protein (P11388) has sequence MEVSPLQPVNENMQVNKIKKNEDAKKRLSVERIYQKKTQLEHILLRPDTYIGSVELVTQQMWVYDEDVGINYREVTFVPGLYKIFDEILVNAADNKQRDPKMSCIRVTIDPENNLISIWNNGKGIPVVEHKVEKMYVPALIFGQLLTSSNYDDDEKKVTGGRNGYGAKLCNIFSTKFTVETASREYKKMFKQTWMDNMGRAGEMELKPFNGEDYTCITFQPDLSKFKMQSLDKDIVALMVRRAYDIAGSTKDVKVFLNGNKLPVKGFRSYVDMYLKDKLDETGNSLKVIHEQVNHRWEVCLTMSEKGFQQISFVNSIATSKGGRHVDYVADQIVTKLVDVVKKKNKGGVAVKAHQVKNHMWIFVNALIENPTFDSQTKENMTLQPKSFGSTCQLSEKFIKAAIGCGIVESILNWVKFKAQVQLNKKCSAVKHNRIKGIPKLDDANDAGGRNSTECTLILTEGDSAKTLAVSGLGVVGRDKYGVFPLRGKILNVREASHKQ.... The pIC50 is 4.3.